From a dataset of Full USPTO retrosynthesis dataset with 1.9M reactions from patents (1976-2016). Predict the reactants needed to synthesize the given product. (1) Given the product [Br:30][C:23]1[CH:24]=[CH:25][C:26]([O:28][CH3:29])=[CH:27][C:22]=1[C:21]([N:18]1[CH2:17][CH2:16][NH:15][CH2:20][CH2:19]1)=[O:31], predict the reactants needed to synthesize it. The reactants are: FC(F)(F)C(O)=O.C(OC([N:15]1[CH2:20][CH2:19][N:18]([C:21](=[O:31])[C:22]2[CH:27]=[C:26]([O:28][CH3:29])[CH:25]=[CH:24][C:23]=2[Br:30])[CH2:17][CH2:16]1)=O)(C)(C)C.O.[OH-].[Na+]. (2) Given the product [C:1]([O:5][C:6]([N:8]1[CH2:13][CH2:12][N:11]([CH2:43][C:29]2[C:30]([C:38]3[S:39][CH:40]=[CH:41][CH:42]=3)=[N:31][C:32]3[C:37]([C:28]=2[C:26](=[O:27])[NH:25][C@H:23]([CH:17]2[CH2:22][CH2:21][CH2:20][CH2:19][CH2:18]2)[CH3:24])=[CH:36][CH:35]=[CH:34][CH:33]=3)[C:10](=[O:14])[CH2:9]1)=[O:7])([CH3:4])([CH3:2])[CH3:3], predict the reactants needed to synthesize it. The reactants are: [C:1]([O:5][C:6]([N:8]1[CH2:13][CH2:12][NH:11][C:10](=[O:14])[CH2:9]1)=[O:7])([CH3:4])([CH3:3])[CH3:2].[H-].[Na+].[CH:17]1([C@@H:23]([NH:25][C:26]([C:28]2[C:37]3[C:32](=[CH:33][CH:34]=[CH:35][CH:36]=3)[N:31]=[C:30]([C:38]3[S:39][CH:40]=[CH:41][CH:42]=3)[C:29]=2[CH2:43]Br)=[O:27])[CH3:24])[CH2:22][CH2:21][CH2:20][CH2:19][CH2:18]1. (3) Given the product [CH2:3]([O:5][C:6]1[CH:11]=[C:10](/[CH:12]=[C:13](\[CH2:19][CH3:20])/[C:14]([OH:16])=[O:15])[CH:9]=[CH:8][C:7]=1[C:21]1[CH:26]=[CH:25][CH:24]=[C:23]([N:27]([CH3:38])[C:28]([NH:30][CH2:31][CH2:32][CH2:33][CH2:34][CH2:35][CH2:36][CH3:37])=[O:29])[CH:22]=1)[CH3:4], predict the reactants needed to synthesize it. The reactants are: [OH-].[Na+].[CH2:3]([O:5][C:6]1[CH:11]=[C:10](/[CH:12]=[C:13](\[CH2:19][CH3:20])/[C:14]([O:16]CC)=[O:15])[CH:9]=[CH:8][C:7]=1[C:21]1[CH:26]=[CH:25][CH:24]=[C:23]([N:27]([CH3:38])[C:28]([NH:30][CH2:31][CH2:32][CH2:33][CH2:34][CH2:35][CH2:36][CH3:37])=[O:29])[CH:22]=1)[CH3:4]. (4) Given the product [CH3:18][C:15]1([CH3:19])[N:14]([C:20]([O:22][C:23]([CH3:24])([CH3:25])[CH3:26])=[O:21])[C@@:13]([CH3:27])([C:11](=[O:12])[NH:10][CH2:9][C:8](=[O:28])[C:5]2[CH:6]=[CH:7][C:2]([O:1][CH2:44][CH2:43][CH2:42][CH2:41][CH2:40][CH2:39][C:33]3[CH:38]=[CH:37][CH:36]=[CH:35][CH:34]=3)=[C:3]([C:29]([F:31])([F:32])[F:30])[CH:4]=2)[CH2:17][O:16]1, predict the reactants needed to synthesize it. The reactants are: [OH:1][C:2]1[CH:7]=[CH:6][C:5]([C:8](=[O:28])[CH2:9][NH:10][C:11]([C@@:13]2([CH3:27])[CH2:17][O:16][C:15]([CH3:19])([CH3:18])[N:14]2[C:20]([O:22][C:23]([CH3:26])([CH3:25])[CH3:24])=[O:21])=[O:12])=[CH:4][C:3]=1[C:29]([F:32])([F:31])[F:30].[C:33]1([CH2:39][CH2:40][CH2:41][CH2:42][CH2:43][CH2:44]O)[CH:38]=[CH:37][CH:36]=[CH:35][CH:34]=1.C1C=CC(P(C2C=CC=CC=2)C2C=CC=CC=2)=CC=1.CC(OC(/N=N/C(OC(C)C)=O)=O)C. (5) Given the product [CH:22]1([CH2:25][N:1]2[CH2:2][CH2:3][CH:4]([O:7][C:8]3[CH:16]=[CH:15][C:14]4[N:13]5[CH2:17][CH2:18][NH:19][C:20](=[O:21])[C:12]5=[CH:11][C:10]=4[CH:9]=3)[CH2:5][CH2:6]2)[CH2:24][CH2:23]1, predict the reactants needed to synthesize it. The reactants are: [NH:1]1[CH2:6][CH2:5][CH:4]([O:7][C:8]2[CH:16]=[CH:15][C:14]3[N:13]4[CH2:17][CH2:18][NH:19][C:20](=[O:21])[C:12]4=[CH:11][C:10]=3[CH:9]=2)[CH2:3][CH2:2]1.[CH:22]1([CH:25]=O)[CH2:24][CH2:23]1.C(O)(=O)C.C([BH3-])#N.[Na+].C(=O)(O)[O-].[Na+]. (6) Given the product [CH3:1][CH:2]([C:7]1[CH:8]=[CH:9][C:10]([NH:13][C:14](=[O:31])[CH:15]([NH:19][C:20](=[O:30])[CH2:21][C:22]2[CH:27]=[C:26]([F:28])[CH:25]=[C:24]([F:29])[CH:23]=2)[CH2:16][CH2:17][CH3:18])=[N:11][CH:12]=1)[CH2:3][C:4](=[O:6])[CH3:5], predict the reactants needed to synthesize it. The reactants are: [CH3:1][C:2]([C:7]1[CH:8]=[CH:9][C:10]([NH:13][C:14](=[O:31])[CH:15]([NH:19][C:20](=[O:30])[CH2:21][C:22]2[CH:27]=[C:26]([F:28])[CH:25]=[C:24]([F:29])[CH:23]=2)[CH2:16][CH2:17][CH3:18])=[N:11][CH:12]=1)=[CH:3][C:4](=[O:6])[CH3:5]. (7) Given the product [ClH:36].[CH3:12][CH:10]([NH:9][C:8]1[C:3]([C:1]#[N:2])=[CH:4][C:5]([C:13]2[O:17][N:16]=[C:15]([C:18]3[CH:35]=[CH:34][C:21]4[CH2:22][CH2:23][NH:24][CH2:25][CH2:26][C:20]=4[CH:19]=3)[N:14]=2)=[CH:6][N:7]=1)[CH3:11], predict the reactants needed to synthesize it. The reactants are: [C:1]([C:3]1[CH:4]=[C:5]([C:13]2[O:17][N:16]=[C:15]([C:18]3[CH:35]=[CH:34][C:21]4[CH2:22][CH2:23][N:24](C(OC(C)(C)C)=O)[CH2:25][CH2:26][C:20]=4[CH:19]=3)[N:14]=2)[CH:6]=[N:7][C:8]=1[NH:9][CH:10]([CH3:12])[CH3:11])#[N:2].[ClH:36]. (8) Given the product [CH3:18][O:9][C:8](=[O:10])[CH:7]([CH:1]1[CH2:6][CH2:5][CH2:4][CH2:3][CH2:2]1)[C:11]1[CH:12]=[CH:13][CH:14]=[CH:15][CH:16]=1, predict the reactants needed to synthesize it. The reactants are: [CH:1]1([CH:7]([C:11]2[CH:16]=[CH:15][CH:14]=[CH:13][CH:12]=2)[C:8]([OH:10])=[O:9])[CH2:6][CH2:5][CH2:4][CH2:3][CH2:2]1.Cl.[CH3:18]O. (9) Given the product [CH2:27]([N:19]1[CH:20]=[C:16]([C:14]([NH:13][CH2:12][CH2:11][NH:10][C:8](=[O:9])[C:7]2[CH:6]=[CH:5][C:4]([O:3][CH2:1][CH3:2])=[CH:26][CH:25]=2)=[O:15])[C:17]([C:21]([F:22])([F:23])[F:24])=[N:18]1)[C:28]1[CH:33]=[CH:32][CH:31]=[CH:30][CH:29]=1, predict the reactants needed to synthesize it. The reactants are: [CH2:1]([O:3][C:4]1[CH:26]=[CH:25][C:7]([C:8]([NH:10][CH2:11][CH2:12][NH:13][C:14]([C:16]2[C:17]([C:21]([F:24])([F:23])[F:22])=[N:18][NH:19][CH:20]=2)=[O:15])=[O:9])=[CH:6][CH:5]=1)[CH3:2].[CH2:27](Br)[C:28]1[CH:33]=[CH:32][CH:31]=[CH:30][CH:29]=1.C(=O)([O-])[O-].[K+].[K+].